Dataset: Forward reaction prediction with 1.9M reactions from USPTO patents (1976-2016). Task: Predict the product of the given reaction. Given the reactants I[C:2]1[CH:3]=[C:4]2[C:8](=[CH:9][CH:10]=1)[NH:7][CH:6]=[CH:5]2.[NH:11]1[CH:15]=[N:14][CH:13]=[N:12]1.C([O-])([O-])=O.[K+].[K+].N1CCC[C@H]1C(O)=O.CNCCNC, predict the reaction product. The product is: [N:11]1([C:2]2[CH:3]=[C:4]3[C:8](=[CH:9][CH:10]=2)[NH:7][CH:6]=[CH:5]3)[CH:15]=[N:14][CH:13]=[N:12]1.